Dataset: Reaction yield outcomes from USPTO patents with 853,638 reactions. Task: Predict the reaction yield, written as a fraction of the theoretical maximum amount of product (1.0 means a 100% yield; for example, 0.34 means a 34% yield). (1) The reactants are C[O:2][C:3]([CH:5]1[CH2:7][CH:6]1[C:8]1[CH:13]=[C:12]([F:14])[C:11]([O:15][CH2:16][C:17]2[C:18]([S:23][CH2:24][CH:25]3[CH2:27][CH2:26]3)=[N:19][CH:20]=[CH:21][CH:22]=2)=[C:10]([F:28])[CH:9]=1)=[O:4].[OH-].[Na+]. The catalyst is C1COCC1.CO. The product is [CH:25]1([CH2:24][S:23][C:18]2[C:17]([CH2:16][O:15][C:11]3[C:12]([F:14])=[CH:13][C:8]([CH:6]4[CH2:7][CH:5]4[C:3]([OH:4])=[O:2])=[CH:9][C:10]=3[F:28])=[CH:22][CH:21]=[CH:20][N:19]=2)[CH2:27][CH2:26]1. The yield is 0.970. (2) The reactants are Cl[C:2]1[N:3]=[C:4]([NH:13][C@@H:14]([C:16]2[CH:21]=[CH:20][CH:19]=[CH:18][CH:17]=2)[CH3:15])[C:5]2[S:10][CH:9]=[C:8]([CH:11]=[CH2:12])[C:6]=2[N:7]=1.[O:22]1[CH2:27][CH2:26][N:25]([CH2:28][CH2:29][NH2:30])[CH2:24][CH2:23]1. No catalyst specified. The product is [O:22]1[CH2:27][CH2:26][N:25]([CH2:28][CH2:29][NH:30][C:2]2[N:3]=[C:4]([NH:13][C@@H:14]([C:16]3[CH:21]=[CH:20][CH:19]=[CH:18][CH:17]=3)[CH3:15])[C:5]3[S:10][CH:9]=[C:8]([CH:11]=[CH2:12])[C:6]=3[N:7]=2)[CH2:24][CH2:23]1. The yield is 0.650. (3) The reactants are C[O:2][C:3](=[O:22])[CH:4]([C:11]1[CH:16]=[CH:15][C:14]([S:17]([CH3:20])(=[O:19])=[O:18])=[C:13]([Br:21])[CH:12]=1)[CH2:5][CH:6]1[CH2:10][CH2:9][CH2:8][CH2:7]1.[OH-].[Na+]. The catalyst is CO. The product is [Br:21][C:13]1[CH:12]=[C:11]([CH:4]([CH2:5][CH:6]2[CH2:10][CH2:9][CH2:8][CH2:7]2)[C:3]([OH:22])=[O:2])[CH:16]=[CH:15][C:14]=1[S:17]([CH3:20])(=[O:19])=[O:18]. The yield is 0.890. (4) The reactants are B(Br)(Br)Br.ClCCl.[F:8][C:9]([F:38])([F:37])[C:10]1[CH:11]=[C:12]([NH:20][C:21](=[O:36])[C:22]2[CH:27]=[CH:26][C:25]([C:28]3[CH:33]=[CH:32][CH:31]=[CH:30][CH:29]=3)=[CH:24][C:23]=2[O:34]C)[CH:13]=[C:14]([C:16]([F:19])([F:18])[F:17])[CH:15]=1. The catalyst is ClCCl.C(OCC)(=O)C. The product is [F:8][C:9]([F:37])([F:38])[C:10]1[CH:11]=[C:12]([NH:20][C:21](=[O:36])[C:22]2[CH:27]=[CH:26][C:25]([C:28]3[CH:33]=[CH:32][CH:31]=[CH:30][CH:29]=3)=[CH:24][C:23]=2[OH:34])[CH:13]=[C:14]([C:16]([F:17])([F:18])[F:19])[CH:15]=1. The yield is 0.716. (5) The catalyst is C(#N)CC. The yield is 0.595. The reactants are O[CH2:2][C:3]1[CH:16]=[N:15][C:6]2[C:7]3[N:8]([CH:12]=[CH:13][CH:14]=3)[C:9](=[O:11])[NH:10][C:5]=2[CH:4]=1.[CH2:17]([NH:19][C:20](=[O:33])[C:21]1[CH:26]=[CH:25][C:24]([N:27]2[CH2:32][CH2:31][NH:30][CH2:29][CH2:28]2)=[CH:23][CH:22]=1)[CH3:18].[I-].C(C[P+](C)(C)C)#N.C(N(C(C)C)C(C)C)C. The product is [CH2:17]([NH:19][C:20](=[O:33])[C:21]1[CH:22]=[CH:23][C:24]([N:27]2[CH2:28][CH2:29][N:30]([CH2:2][C:3]3[CH:16]=[N:15][C:6]4[C:7]5[N:8]([CH:12]=[CH:13][CH:14]=5)[C:9](=[O:11])[NH:10][C:5]=4[CH:4]=3)[CH2:31][CH2:32]2)=[CH:25][CH:26]=1)[CH3:18].